Dataset: Blood-brain barrier permeability classification from the B3DB database. Task: Regression/Classification. Given a drug SMILES string, predict its absorption, distribution, metabolism, or excretion properties. Task type varies by dataset: regression for continuous measurements (e.g., permeability, clearance, half-life) or binary classification for categorical outcomes (e.g., BBB penetration, CYP inhibition). Dataset: b3db_classification. (1) The molecule is COc1cc2sc(C(C)(C)C)nc2cc1CN[C@H]1CCCN[C@H]1c1ccccc1. The result is 1 (penetrates BBB). (2) The compound is C[C@@H]1C[C@H]2[C@@H]3C[C@H](F)C4=CC(=O)C=C[C@]4(C)[C@@]3(F)[C@@H](O)C[C@]2(C)[C@@]1(O)C(=O)SCF. The result is 1 (penetrates BBB). (3) The compound is CC(C)OCC(COC(C)C)OCn1cnc2c1NC(N)=NC2. The result is 1 (penetrates BBB).